From a dataset of Full USPTO retrosynthesis dataset with 1.9M reactions from patents (1976-2016). Predict the reactants needed to synthesize the given product. (1) Given the product [O:10]=[C:1]1[C:2]2[CH:8]=[CH:7][CH:6]=[CH:5][C:3]=2[S:4][C:12]([C:14]2[CH:15]=[C:16]([CH:22]=[CH:23][N:24]=2)[C:17]([O:19][CH2:20][CH3:21])=[O:18])=[N:13]1, predict the reactants needed to synthesize it. The reactants are: [C:1]([O:10]C)(=O)[C:2]1[C:3](=[CH:5][CH:6]=[CH:7][CH:8]=1)[SH:4].[C:12]([C:14]1[CH:15]=[C:16]([CH:22]=[CH:23][N:24]=1)[C:17]([O:19][CH2:20][CH3:21])=[O:18])#[N:13].C(N(CC)CC)C. (2) The reactants are: C[O:2][C:3](=[O:18])[C:4]1[CH:9]=[C:8]([NH:10][C@H:11]([CH2:13][CH3:14])[CH3:12])[N:7]=[C:6]([C:15](=[O:17])[CH3:16])[CH:5]=1.[OH-].[Li+].Cl. Given the product [C:15]([C:6]1[CH:5]=[C:4]([CH:9]=[C:8]([NH:10][C@H:11]([CH2:13][CH3:14])[CH3:12])[N:7]=1)[C:3]([OH:18])=[O:2])(=[O:17])[CH3:16], predict the reactants needed to synthesize it. (3) Given the product [C:18]([C:17]1[CH:13]([C:5]2[CH:6]=[CH:7][CH:8]=[C:9]3[C:4]=2[O:3][C:2]([CH3:1])=[CH:11][C:10]3=[O:12])[C:24]([C:25]([O:27][CH:28]([CH3:30])[CH3:29])=[O:26])=[C:23]([CH3:31])[NH:22][C:16]=1[CH3:15])(=[O:20])[CH3:19], predict the reactants needed to synthesize it. The reactants are: [CH3:1][C:2]1[O:3][C:4]2[C:9]([C:10](=[O:12])[CH:11]=1)=[CH:8][CH:7]=[CH:6][C:5]=2[CH:13]=O.[CH3:15][C:16](=O)[CH2:17][C:18](=[O:20])[CH3:19].[NH2:22]/[C:23](/[CH3:31])=[CH:24]\[C:25]([O:27][CH:28]([CH3:30])[CH3:29])=[O:26].C(O)(=O)C.